This data is from Full USPTO retrosynthesis dataset with 1.9M reactions from patents (1976-2016). The task is: Predict the reactants needed to synthesize the given product. (1) Given the product [C:1]([C:3]1[CH:4]=[CH:5][C:6]([C:9]2[N:19]([C:21]3[CH:26]=[N:25][C:24]([O:27][CH3:28])=[CH:23][CH:22]=3)[N:20]=[C:11]([C:12]([O:14][CH2:15][CH3:16])=[O:13])[CH:10]=2)=[N:7][CH:8]=1)#[N:2], predict the reactants needed to synthesize it. The reactants are: [C:1]([C:3]1[CH:4]=[CH:5][C:6]([C:9](=O)[CH2:10][C:11](=O)[C:12]([O:14][CH2:15][CH3:16])=[O:13])=[N:7][CH:8]=1)#[N:2].[NH:19]([C:21]1[CH:22]=[CH:23][C:24]([O:27][CH3:28])=[N:25][CH:26]=1)[NH2:20]. (2) The reactants are: [Br:1][CH2:2][CH2:3][CH2:4][OH:5].C(C1C=CC=C(C(C)(C)C)N=1)(C)(C)C.FC(F)(F)S(OS(C(F)(F)F)(=O)=O)(=O)=O.O[CH2:36][C@H:37]1[CH2:42][CH2:41][C@H:40]([N:43]([CH3:57])[S:44]([C:47]2[CH:52]=[CH:51][C:50]([C:53]([F:56])([F:55])[F:54])=[CH:49][CH:48]=2)(=[O:46])=[O:45])[CH2:39][CH2:38]1. Given the product [Br:1][CH2:2][CH2:3][CH2:4][O:5][CH2:36][C@H:37]1[CH2:38][CH2:39][C@H:40]([N:43]([CH3:57])[S:44]([C:47]2[CH:48]=[CH:49][C:50]([C:53]([F:56])([F:54])[F:55])=[CH:51][CH:52]=2)(=[O:45])=[O:46])[CH2:41][CH2:42]1, predict the reactants needed to synthesize it. (3) Given the product [CH2:1]([C:3]1[C:8](=[O:9])[N:7]([CH2:10][CH2:11][C:12]2[CH:17]=[CH:16][CH:15]=[C:14]([F:18])[CH:13]=2)[C:6]([C:19]2[CH:24]=[CH:23][CH:22]=[CH:21][C:20]=2[O:25][CH3:26])=[N:5][C:33]=1[C:32]([OH:35])=[O:29])[CH3:2], predict the reactants needed to synthesize it. The reactants are: [CH2:1]([C:3]1[C:8](=[O:9])[N:7]([CH2:10][CH2:11][C:12]2[CH:17]=[CH:16][CH:15]=[C:14]([F:18])[CH:13]=2)[C:6]([C:19]2[CH:24]=[CH:23][CH:22]=[CH:21][C:20]=2[O:25][CH3:26])=[N:5]C=1C#N)[CH3:2].[OH-:29].[K+].Cl.[CH2:32]([OH:35])[CH2:33]O. (4) Given the product [CH:31]1([C:34]2[C:35]([O:45][CH2:46][C@@H:47]3[CH2:52][CH2:51][CH2:50][N:49]([CH2:53][C:54]4[CH:59]=[C:58]([Cl:60])[CH:57]=[C:56]([Cl:61])[CH:55]=4)[CH2:48]3)=[CH:36][C:37]([F:44])=[C:38]([CH:43]=2)[C:39]([OH:41])=[O:40])[CH2:32][CH2:33]1, predict the reactants needed to synthesize it. The reactants are: FC1C=C(C=CC=1)CN1CCC(COC2C(C3CC3)=CC(C(OC)=O)=C(F)C=2)CC1.[CH:31]1([C:34]2[C:35]([O:45][CH2:46][C@@H:47]3[CH2:52][CH2:51][CH2:50][N:49]([CH2:53][C:54]4[CH:59]=[C:58]([Cl:60])[CH:57]=[C:56]([Cl:61])[CH:55]=4)[CH2:48]3)=[CH:36][C:37]([F:44])=[C:38]([CH:43]=2)[C:39]([O:41]C)=[O:40])[CH2:33][CH2:32]1. (5) Given the product [C:20]([O:19][C:17](=[O:18])[NH:16][C@H:13]([CH2:14][OH:15])[CH2:12][CH2:11][NH2:10])([CH3:23])([CH3:21])[CH3:22], predict the reactants needed to synthesize it. The reactants are: C(OC(=O)[NH:10][CH2:11][CH2:12][C@H:13]([NH:16][C:17]([O:19][C:20]([CH3:23])([CH3:22])[CH3:21])=[O:18])[CH2:14][OH:15])C1C=CC=CC=1. (6) Given the product [C:1]([O:5][C:6](=[O:7])[NH:8][CH:9]([C:13]1[CH:18]=[CH:17][C:16]([Cl:19])=[C:15]([F:20])[CH:14]=1)[C:10](=[O:12])[N:32]([O:33][CH3:34])[CH3:31])([CH3:2])([CH3:3])[CH3:4], predict the reactants needed to synthesize it. The reactants are: [C:1]([O:5][C:6]([NH:8][CH:9]([C:13]1[CH:18]=[CH:17][C:16]([Cl:19])=[C:15]([F:20])[CH:14]=1)[C:10]([OH:12])=O)=[O:7])([CH3:4])([CH3:3])[CH3:2].C(N(C(C)C)C(C)C)C.Cl.[CH3:31][NH:32][O:33][CH3:34].F[B-](F)(F)F.N1(OC(N(C)C)=[N+](C)C)C2C=CC=CC=2N=N1. (7) Given the product [CH2:37]([NH:36][S:33]([C:29]1[CH:28]=[C:27]([NH:26][C:12]([C:11]2[CH:10]=[N:9][N:8]3[C:3]([CH:2]([F:1])[F:25])=[CH:4][C:5]([C:15]4[CH:20]=[CH:19][C:18]([C:21]([F:23])([F:24])[F:22])=[CH:17][CH:16]=4)=[N:6][C:7]=23)=[O:14])[CH:32]=[CH:31][CH:30]=1)(=[O:35])=[O:34])[C:38]1[CH:43]=[CH:42][CH:41]=[CH:40][CH:39]=1, predict the reactants needed to synthesize it. The reactants are: [F:1][CH:2]([F:25])[C:3]1[N:8]2[N:9]=[CH:10][C:11]([C:12]([OH:14])=O)=[C:7]2[N:6]=[C:5]([C:15]2[CH:20]=[CH:19][C:18]([C:21]([F:24])([F:23])[F:22])=[CH:17][CH:16]=2)[CH:4]=1.[NH2:26][C:27]1[CH:28]=[C:29]([S:33]([NH:36][CH2:37][C:38]2[CH:43]=[CH:42][CH:41]=[CH:40][CH:39]=2)(=[O:35])=[O:34])[CH:30]=[CH:31][CH:32]=1. (8) The reactants are: Cl[C:2]1[N:12]=[C:11]2[C:5]([N:6]([CH3:17])[C:7](=[O:16])[CH2:8][CH2:9][N:10]2[CH:13]([CH3:15])[CH3:14])=[CH:4][N:3]=1.[NH2:18][C:19]1[CH:35]=[CH:34][C:22]([C:23]([NH:25][CH2:26][CH2:27][N:28]2[CH2:33][CH2:32][O:31][CH2:30][CH2:29]2)=[O:24])=[CH:21][C:20]=1[Cl:36].O.C1(C)C=CC(S(O)(=O)=O)=CC=1.CO. Given the product [Cl:36][C:20]1[CH:21]=[C:22]([CH:34]=[CH:35][C:19]=1[NH:18][C:2]1[N:12]=[C:11]2[C:5](=[CH:4][N:3]=1)[N:6]([CH3:17])[C:7](=[O:16])[CH2:8][CH2:9][N:10]2[CH:13]([CH3:15])[CH3:14])[C:23]([NH:25][CH2:26][CH2:27][N:28]1[CH2:33][CH2:32][O:31][CH2:30][CH2:29]1)=[O:24], predict the reactants needed to synthesize it. (9) Given the product [C:1]([C:3]1[N:4]=[C:5]([C:21]([NH:30][CH:27]2[CH2:28][CH2:29][O:25][CH2:26]2)=[O:23])[C:6]2[C:11]([C:12]=1[C:13]1[CH:18]=[CH:17][CH:16]=[CH:15][N:14]=1)=[CH:10][C:9]([O:19][CH3:20])=[CH:8][CH:7]=2)#[N:2], predict the reactants needed to synthesize it. The reactants are: [C:1]([C:3]1[N:4]=[C:5]([C:21]([OH:23])=O)[C:6]2[C:11]([C:12]=1[C:13]1[CH:18]=[CH:17][CH:16]=[CH:15][N:14]=1)=[CH:10][C:9]([O:19][CH3:20])=[CH:8][CH:7]=2)#[N:2].[Cl-].[O:25]1[CH2:29][CH2:28][CH:27]([NH3+:30])[CH2:26]1.C(Cl)CCl.C1C=NC2N(O)N=NC=2C=1.CCN(C(C)C)C(C)C. (10) Given the product [O:6]1[CH2:7][CH2:8][CH2:9][CH2:10][CH:5]1[O:4][CH2:1][C:2]#[C:3][CH2:37][C@@H:35]([OH:36])[CH2:31][CH2:32][CH:33]=[CH2:34], predict the reactants needed to synthesize it. The reactants are: [CH2:1]([O:4][CH:5]1[CH2:10][CH2:9][CH2:8][CH2:7][O:6]1)[C:2]#[CH:3].[Li]CCCC.C1CCCCC1.B(F)(F)F.CCOCC.[CH2:31]([C@H:35]1[CH2:37][O:36]1)[CH2:32][CH:33]=[CH2:34].